From a dataset of Forward reaction prediction with 1.9M reactions from USPTO patents (1976-2016). Predict the product of the given reaction. (1) Given the reactants C([N:8]1[CH2:16][CH2:15][CH:11]([C:12](O)=[O:13])[CH2:10][CH2:9]1)(OC(C)(C)C)=O.[C:17](N1C=CN=C1)([N:19]1C=CN=C1)=O.[ClH:29].CN.C(N(CC)CC)C, predict the reaction product. The product is: [ClH:29].[CH3:17][NH:19][C:12]([CH:11]1[CH2:15][CH2:16][NH:8][CH2:9][CH2:10]1)=[O:13]. (2) Given the reactants [O:1]=[C:2]([CH3:9])[CH2:3][CH2:4][CH2:5][C:6]([OH:8])=[O:7].C(=O)(O)[O-].[Na+].O.C(O[C:20]([CH3:23])([CH3:22])[CH3:21])(=O)C, predict the reaction product. The product is: [O:1]=[C:2]([CH3:9])[CH2:3][CH2:4][CH2:5][C:6]([O:8][C:20]([CH3:23])([CH3:22])[CH3:21])=[O:7].